From a dataset of Forward reaction prediction with 1.9M reactions from USPTO patents (1976-2016). Predict the product of the given reaction. (1) Given the reactants [C:1](=[O:19])([O:5][C:6]1[CH:11]=[CH:10][C:9]([O:12][CH3:13])=[C:8]([NH:14][S:15]([CH3:18])(=[O:17])=[O:16])[CH:7]=1)[O:2][CH2:3][CH3:4].[H-].[Na+].Cl.Cl[CH2:24][CH2:25][N:26]1[CH2:31][CH2:30][O:29][CH2:28][CH2:27]1, predict the reaction product. The product is: [C:1](=[O:19])([O:5][C:6]1[CH:11]=[CH:10][C:9]([O:12][CH3:13])=[C:8]([N:14]([CH2:24][CH2:25][N:26]2[CH2:31][CH2:30][O:29][CH2:28][CH2:27]2)[S:15]([CH3:18])(=[O:16])=[O:17])[CH:7]=1)[O:2][CH2:3][CH3:4]. (2) The product is: [F:6][C:7]1[CH:12]=[CH:11][C:10]([CH:13]([CH2:18][NH:36][CH:33]([CH3:35])[CH3:34])[C:14]([O:16][CH3:17])=[O:15])=[CH:9][CH:8]=1. Given the reactants CS(Cl)(=O)=O.[F:6][C:7]1[CH:12]=[CH:11][C:10]([CH:13]([CH2:18]O)[C:14]([O:16][CH3:17])=[O:15])=[CH:9][CH:8]=1.FC1C=CC(C(=C)C(OC)=O)=CC=1.[CH:33]([NH2:36])([CH3:35])[CH3:34], predict the reaction product. (3) Given the reactants [F:1][CH:2]([F:11])[S:3][C:4]1[CH:10]=[CH:9][C:7]([NH2:8])=[CH:6][CH:5]=1.[NH:12]1[C:20]2[C:15](=[CH:16][C:17]([CH2:21][C:22](O)=[O:23])=[CH:18][CH:19]=2)[CH:14]=[CH:13]1, predict the reaction product. The product is: [F:11][CH:2]([F:1])[S:3][C:4]1[CH:10]=[CH:9][C:7]([NH:8][C:22](=[O:23])[CH2:21][C:17]2[CH:16]=[C:15]3[C:20](=[CH:19][CH:18]=2)[NH:12][CH:13]=[CH:14]3)=[CH:6][CH:5]=1. (4) Given the reactants [NH2:1][C:2]1[CH:7]=[CH:6][C:5]([C:8]2[N:12]([CH3:13])[C:11]([C:14]#[N:15])=[CH:10][CH:9]=2)=[CH:4][CH:3]=1.[C:16](Cl)(=[O:19])[CH2:17][CH3:18], predict the reaction product. The product is: [C:14]([C:11]1[N:12]([CH3:13])[C:8]([C:5]2[CH:6]=[CH:7][C:2]([NH:1][C:16](=[O:19])[CH2:17][CH3:18])=[CH:3][CH:4]=2)=[CH:9][CH:10]=1)#[N:15]. (5) Given the reactants Cl.[NH2:2][C@@H:3]1[CH2:8][CH2:7][C@H:6]([NH:9][C:10]([C:12]2[C:16]3=[N:17][CH:18]=[CH:19][C:20]([C:21]4[CH:26]=[C:25]([O:27][CH3:28])[C:24]([F:29])=[CH:23][C:22]=4[O:30][CH2:31][CH:32]4[CH2:34][CH2:33]4)=[C:15]3[NH:14][C:13]=2[CH3:35])=[O:11])[CH2:5][CH2:4]1.C([O:39][CH2:40][C:41](Cl)=[O:42])(=O)C, predict the reaction product. The product is: [CH:32]1([CH2:31][O:30][C:22]2[CH:23]=[C:24]([F:29])[C:25]([O:27][CH3:28])=[CH:26][C:21]=2[C:20]2[CH:19]=[CH:18][N:17]=[C:16]3[C:12]([C:10]([NH:9][C@H:6]4[CH2:7][CH2:8][C@@H:3]([NH:2][C:40](=[O:39])[CH2:41][OH:42])[CH2:4][CH2:5]4)=[O:11])=[C:13]([CH3:35])[NH:14][C:15]=23)[CH2:33][CH2:34]1. (6) Given the reactants O=[C:2]1[CH2:6][CH2:5][N:4]([C:7]([O:9][CH2:10][C:11]2[CH:16]=[CH:15][CH:14]=[CH:13][CH:12]=2)=[O:8])[CH2:3]1.C([O-])(=O)C.[NH4+:21].[C:22]([O:28][CH2:29][CH3:30])(=[O:27])[CH2:23]C([O-])=O.C(OCC)(=O)C, predict the reaction product. The product is: [NH2:21][C:2]1([CH2:23][C:22]([O:28][CH2:29][CH3:30])=[O:27])[CH2:6][CH2:5][N:4]([C:7]([O:9][CH2:10][C:11]2[CH:16]=[CH:15][CH:14]=[CH:13][CH:12]=2)=[O:8])[CH2:3]1. (7) Given the reactants [C:1]([C:3]([C:6]1[CH:7]=[C:8]([CH:19]=[CH:20][CH:21]=1)[C:9]([NH:11][C:12]1[CH:17]=[CH:16][CH:15]=[C:14]([OH:18])[CH:13]=1)=[O:10])([CH3:5])[CH3:4])#[N:2].F[C:23]1[CH:32]=[CH:31][C:30]([N+:33]([O-:35])=[O:34])=[CH:29][C:24]=1[C:25]([O:27][CH3:28])=[O:26].C(=O)([O-])[O-].[K+].[K+], predict the reaction product. The product is: [C:1]([C:3]([C:6]1[CH:7]=[C:8]([C:9]([NH:11][C:12]2[CH:13]=[C:14]([CH:15]=[CH:16][CH:17]=2)[O:18][C:23]2[CH:32]=[CH:31][C:30]([N+:33]([O-:35])=[O:34])=[CH:29][C:24]=2[C:25]([O:27][CH3:28])=[O:26])=[O:10])[CH:19]=[CH:20][CH:21]=1)([CH3:5])[CH3:4])#[N:2]. (8) Given the reactants [CH3:1][S:2]([C:5]1[CH:10]=[CH:9][C:8](F)=[CH:7][CH:6]=1)(=[O:4])=[O:3].[CH3:12][S:13][CH2:14][CH2:15][NH2:16].C(=O)([O-])[O-].[K+].[K+], predict the reaction product. The product is: [CH3:1][S:2]([C:5]1[CH:10]=[CH:9][C:8]([NH:16][CH2:15][CH2:14][S:13][CH3:12])=[CH:7][CH:6]=1)(=[O:4])=[O:3]. (9) Given the reactants C([O:8][C:9]1[CH:10]=[CH:11][C:12]([C@@H:20]([OH:47])[CH2:21][NH:22][CH2:23][CH2:24][C:25]2[CH:26]=[C:27]([NH:31][C:32]([NH:34][C:35]3[CH:40]=[CH:39][CH:38]=[CH:37][C:36]=3[C:41]3[CH:46]=[CH:45][CH:44]=[CH:43][CH:42]=3)=[O:33])[CH:28]=[CH:29][CH:30]=2)=[C:13]2[C:18]=1[NH:17][C:16](=[O:19])[CH:15]=[CH:14]2)C1C=CC=CC=1, predict the reaction product. The product is: [C:36]1([C:41]2[CH:46]=[CH:45][CH:44]=[CH:43][CH:42]=2)[CH:37]=[CH:38][CH:39]=[CH:40][C:35]=1[NH:34][C:32]([NH:31][C:27]1[CH:28]=[CH:29][CH:30]=[C:25]([CH2:24][CH2:23][NH:22][CH2:21][C@H:20]([OH:47])[C:12]2[CH:11]=[CH:10][C:9]([OH:8])=[C:18]3[C:13]=2[CH:14]=[CH:15][C:16](=[O:19])[NH:17]3)[CH:26]=1)=[O:33].